Dataset: Full USPTO retrosynthesis dataset with 1.9M reactions from patents (1976-2016). Task: Predict the reactants needed to synthesize the given product. (1) The reactants are: Br[C:2]1[CH:3]=[C:4]([CH2:19][C:20]([CH3:26])([CH3:25])[CH2:21][C:22]([OH:24])=[O:23])[CH:5]=[CH:6][C:7]=1[O:8][CH2:9][CH2:10][CH2:11][NH:12][C:13]1[CH:18]=[CH:17][CH:16]=[CH:15][N:14]=1.O.[CH3:28][N:29](C=O)C. Given the product [C:28]([C:2]1[CH:3]=[C:4]([CH2:19][C:20]([CH3:26])([CH3:25])[CH2:21][C:22]([OH:24])=[O:23])[CH:5]=[CH:6][C:7]=1[O:8][CH2:9][CH2:10][CH2:11][NH:12][C:13]1[CH:18]=[CH:17][CH:16]=[CH:15][N:14]=1)#[N:29], predict the reactants needed to synthesize it. (2) Given the product [CH3:16][C:1]1([S:4]([NH:7][C:8](=[O:14])[O:9][C:10]([CH3:11])([CH3:13])[CH3:12])(=[O:6])=[O:5])[CH2:2][CH2:3]1, predict the reactants needed to synthesize it. The reactants are: [CH:1]1([S:4]([NH:7][C:8](=[O:14])[O:9][C:10]([CH3:13])([CH3:12])[CH3:11])(=[O:6])=[O:5])[CH2:3][CH2:2]1.[Li][CH2:16]CCC.CI. (3) Given the product [CH3:1][O:2][N:3]1[CH2:7][CH2:6][CH:5]([Br:9])[C:4]1=[O:10], predict the reactants needed to synthesize it. The reactants are: [CH3:1][O:2][NH:3][C:4](=[O:10])[CH:5]([Br:9])[CH2:6][CH2:7]Br.[H-].[Na+].BrC(CCBr)C(Br)=O. (4) Given the product [ClH:1].[CH2:16]([C:6]1([CH2:5][CH2:4][CH2:3][CH2:2][N:28]2[CH2:27][CH2:26][N:25]([C:21]3[CH:22]=[CH:23][CH:24]=[C:19]([F:18])[CH:20]=3)[CH2:30][CH2:29]2)[C:14]2[C:9](=[CH:10][CH:11]=[CH:12][CH:13]=2)[NH:8][C:7]1=[O:15])[CH3:17], predict the reactants needed to synthesize it. The reactants are: [Cl:1][CH2:2][CH2:3][CH2:4][CH2:5][C:6]1([CH2:16][CH3:17])[C:14]2[C:9](=[CH:10][CH:11]=[CH:12][CH:13]=2)[NH:8][C:7]1=[O:15].[F:18][C:19]1[CH:20]=[C:21]([N:25]2[CH2:30][CH2:29][NH:28][CH2:27][CH2:26]2)[CH:22]=[CH:23][CH:24]=1. (5) Given the product [CH2:29]([N:36]([CH2:37][CH2:38][OH:39])[C:26](=[O:27])[CH2:25][N:14]([S:11]([C:8]1[CH:7]=[CH:6][C:5]([C:1]([CH3:2])([CH3:3])[CH3:4])=[CH:10][CH:9]=1)(=[O:12])=[O:13])[C:15]1[CH:16]=[C:17]2[C:22](=[CH:23][CH:24]=1)[N:21]=[CH:20][CH:19]=[CH:18]2)[C:30]1[CH:35]=[CH:34][CH:33]=[CH:32][CH:31]=1, predict the reactants needed to synthesize it. The reactants are: [C:1]([C:5]1[CH:10]=[CH:9][C:8]([S:11]([N:14]([CH2:25][C:26](O)=[O:27])[C:15]2[CH:16]=[C:17]3[C:22](=[CH:23][CH:24]=2)[N:21]=[CH:20][CH:19]=[CH:18]3)(=[O:13])=[O:12])=[CH:7][CH:6]=1)([CH3:4])([CH3:3])[CH3:2].[CH2:29]([NH:36][CH2:37][CH2:38][OH:39])[C:30]1[CH:35]=[CH:34][CH:33]=[CH:32][CH:31]=1. (6) Given the product [CH2:1]([N:8]1[CH2:13][CH2:12][O:11][CH:10]([C:14]([N:16]([CH2:21][C:22]2[CH:32]=[CH:31][C:25]3[O:26][CH2:27][CH2:28][CH2:29][O:30][C:24]=3[CH:23]=2)[CH2:17][CH:18]([CH3:20])[CH3:19])=[O:15])[CH2:9]1)[C:2]1[CH:7]=[CH:6][CH:5]=[CH:4][CH:3]=1, predict the reactants needed to synthesize it. The reactants are: [CH2:1]([N:8]1[CH2:13][CH2:12][O:11][C@H:10]([C:14]([N:16]([CH2:21][C:22]2[CH:32]=[CH:31][C:25]3[O:26][CH2:27][CH2:28][CH2:29][O:30][C:24]=3[CH:23]=2)[CH2:17][CH:18]([CH3:20])[CH3:19])=[O:15])[CH2:9]1)[C:2]1[CH:7]=[CH:6][CH:5]=[CH:4][CH:3]=1.C(N1CCO[C@@H](C(N(CC2C=CC3OCCCOC=3C=2)CC(C)C)=O)C1)C1C=CC=CC=1. (7) Given the product [Cl:52][C:21]([C:15]1[CH:14]=[N:13][N:12]([C@H:9]2[CH2:10][CH2:11][C@H:6]([C:4]([O:3][CH2:1][CH3:2])=[O:5])[C@@H:7]([CH3:24])[CH2:8]2)[C:16]=1[C:17]([F:20])([F:19])[F:18])=[O:22].[Cl:52][C:45]([C:39]1[CH:38]=[N:37][N:36]([C@@H:33]2[CH2:34][CH2:35][C@@H:30]([C:28]([O:27][CH2:25][CH3:26])=[O:29])[C@H:31]([CH3:48])[CH2:32]2)[C:40]=1[C:41]([F:44])([F:43])[F:42])=[O:46], predict the reactants needed to synthesize it. The reactants are: [CH2:1]([O:3][C:4]([C@H:6]1[CH2:11][CH2:10][C@H:9]([N:12]2[C:16]([C:17]([F:20])([F:19])[F:18])=[C:15]([C:21](O)=[O:22])[CH:14]=[N:13]2)[CH2:8][C@@H:7]1[CH3:24])=[O:5])[CH3:2].[CH2:25]([O:27][C:28]([C@@H:30]1[CH2:35][CH2:34][C@@H:33]([N:36]2[C:40]([C:41]([F:44])([F:43])[F:42])=[C:39]([C:45](O)=[O:46])[CH:38]=[N:37]2)[CH2:32][C@H:31]1[CH3:48])=[O:29])[CH3:26].C(Cl)(=O)C([Cl:52])=O. (8) Given the product [CH3:18][O:14][C@H:12]1[CH2:13][C@@H:10]([CH2:9][O:8][CH2:1][C:2]2[CH:7]=[CH:6][CH:5]=[CH:4][CH:3]=2)[CH2:11]1, predict the reactants needed to synthesize it. The reactants are: [CH2:1]([O:8][CH2:9][C@@H:10]1[CH2:13][C@H:12]([OH:14])[CH2:11]1)[C:2]1[CH:7]=[CH:6][CH:5]=[CH:4][CH:3]=1.[H-].[Na+].I[CH3:18]. (9) Given the product [NH2:1][C:2]1[N:7]=[CH:6][C:5]([C:24]2[CH:25]=[CH:26][C:21]([C:18]([OH:20])=[O:19])=[CH:22][CH:23]=2)=[N:4][C:3]=1[C:9]([NH:11][C:12]1[CH:13]=[N:14][CH:15]=[CH:16][CH:17]=1)=[O:10], predict the reactants needed to synthesize it. The reactants are: [NH2:1][C:2]1[C:3]([C:9]([NH:11][C:12]2[CH:13]=[N:14][CH:15]=[CH:16][CH:17]=2)=[O:10])=[N:4][C:5](Br)=[CH:6][N:7]=1.[C:18]([C:21]1[CH:26]=[CH:25][C:24](B(O)O)=[CH:23][CH:22]=1)([OH:20])=[O:19].C(=O)([O-])[O-].[Na+].[Na+]. (10) Given the product [N:6]1([CH2:11][CH2:12][NH:13][C:14]2[N:19]=[C:18]([C:20]3[S:24][C:23]4[C:25]([C:29]5[C:30]([CH:36]([NH:50][CH:47]6[CH2:49][CH2:48]6)[CH3:37])=[CH:31][N:32]=[C:33]([F:35])[CH:34]=5)=[CH:26][CH:27]=[CH:28][C:22]=4[CH:21]=3)[C:17]([F:39])=[CH:16][N:15]=2)[CH:10]=[CH:9][N:8]=[N:7]1, predict the reactants needed to synthesize it. The reactants are: CS(Cl)(=O)=O.[N:6]1([CH2:11][CH2:12][NH:13][C:14]2[N:19]=[C:18]([C:20]3[S:24][C:23]4[C:25]([C:29]5[CH:34]=[C:33]([F:35])[N:32]=[CH:31][C:30]=5[CH:36](O)[CH3:37])=[CH:26][CH:27]=[CH:28][C:22]=4[CH:21]=3)[C:17]([F:39])=[CH:16][N:15]=2)[CH:10]=[CH:9][N:8]=[N:7]1.C(N(CC)CC)C.[CH:47]1([NH2:50])[CH2:49][CH2:48]1.